Dataset: NCI-60 drug combinations with 297,098 pairs across 59 cell lines. Task: Regression. Given two drug SMILES strings and cell line genomic features, predict the synergy score measuring deviation from expected non-interaction effect. (1) Drug 1: C1=CN(C(=O)N=C1N)C2C(C(C(O2)CO)O)O.Cl. Drug 2: CC(C)NC(=O)C1=CC=C(C=C1)CNNC.Cl. Cell line: NCI-H226. Synergy scores: CSS=-0.749, Synergy_ZIP=-1.34, Synergy_Bliss=-2.81, Synergy_Loewe=-2.92, Synergy_HSA=-2.28. (2) Drug 1: CN(C)C1=NC(=NC(=N1)N(C)C)N(C)C. Drug 2: CCN(CC)CCNC(=O)C1=C(NC(=C1C)C=C2C3=C(C=CC(=C3)F)NC2=O)C. Cell line: K-562. Synergy scores: CSS=-9.51, Synergy_ZIP=3.58, Synergy_Bliss=-4.39, Synergy_Loewe=-9.09, Synergy_HSA=-8.68. (3) Drug 1: CC(C)(C#N)C1=CC(=CC(=C1)CN2C=NC=N2)C(C)(C)C#N. Drug 2: COC1=NC(=NC2=C1N=CN2C3C(C(C(O3)CO)O)O)N. Cell line: UACC-257. Synergy scores: CSS=-1.04, Synergy_ZIP=0.596, Synergy_Bliss=-0.804, Synergy_Loewe=-0.387, Synergy_HSA=-3.10. (4) Drug 1: CC12CCC(CC1=CCC3C2CCC4(C3CC=C4C5=CN=CC=C5)C)O. Drug 2: N.N.Cl[Pt+2]Cl. Cell line: HCT-15. Synergy scores: CSS=8.53, Synergy_ZIP=-0.642, Synergy_Bliss=2.75, Synergy_Loewe=-1.03, Synergy_HSA=-0.971. (5) Drug 1: CC1=CC=C(C=C1)C2=CC(=NN2C3=CC=C(C=C3)S(=O)(=O)N)C(F)(F)F. Drug 2: CC1CCCC2(C(O2)CC(NC(=O)CC(C(C(=O)C(C1O)C)(C)C)O)C(=CC3=CSC(=N3)C)C)C. Cell line: NCIH23. Synergy scores: CSS=53.6, Synergy_ZIP=10.3, Synergy_Bliss=11.3, Synergy_Loewe=-16.2, Synergy_HSA=6.23. (6) Drug 1: COC1=CC(=CC(=C1O)OC)C2C3C(COC3=O)C(C4=CC5=C(C=C24)OCO5)OC6C(C(C7C(O6)COC(O7)C8=CC=CS8)O)O. Drug 2: C1CNP(=O)(OC1)N(CCCl)CCCl. Cell line: CCRF-CEM. Synergy scores: CSS=55.9, Synergy_ZIP=2.79, Synergy_Bliss=3.94, Synergy_Loewe=-41.1, Synergy_HSA=2.75. (7) Drug 1: CCCCCOC(=O)NC1=NC(=O)N(C=C1F)C2C(C(C(O2)C)O)O. Drug 2: CN(CCCl)CCCl.Cl. Cell line: MCF7. Synergy scores: CSS=7.17, Synergy_ZIP=-4.17, Synergy_Bliss=0.355, Synergy_Loewe=-8.22, Synergy_HSA=-1.91.